Predict the product of the given reaction. From a dataset of Forward reaction prediction with 1.9M reactions from USPTO patents (1976-2016). (1) Given the reactants Cl[C:2]1[C:11]([CH3:12])=[C:10]([Cl:13])[C:9]2[C:4](=[CH:5][C:6]([F:15])=[CH:7][C:8]=2[F:14])[N:3]=1.[CH3:16][C:17]1[CH:22]=[C:21](B(O)O)[CH:20]=[CH:19][N:18]=1.C(=O)([O-])[O-].[K+].[K+], predict the reaction product. The product is: [Cl:13][C:10]1[C:9]2[C:4](=[CH:5][C:6]([F:15])=[CH:7][C:8]=2[F:14])[N:3]=[C:2]([C:21]2[CH:20]=[CH:19][N:18]=[C:17]([CH3:16])[CH:22]=2)[C:11]=1[CH3:12]. (2) Given the reactants [Br:1][C:2]1[CH:3]=[C:4]2[C:9](=[CH:10][CH:11]=1)[NH:8][C:7](=O)[CH:6]=[C:5]2[C:13]1[CH:14]=[N:15][CH:16]=[CH:17][CH:18]=1.P(Cl)(Cl)([Cl:21])=O, predict the reaction product. The product is: [ClH:21].[Br:1][C:2]1[CH:3]=[C:4]2[C:9](=[CH:10][CH:11]=1)[N:8]=[C:7]([Cl:21])[CH:6]=[C:5]2[C:13]1[CH:14]=[N:15][CH:16]=[CH:17][CH:18]=1.